This data is from Reaction yield outcomes from USPTO patents with 853,638 reactions. The task is: Predict the reaction yield, written as a fraction of the theoretical maximum amount of product (1.0 means a 100% yield; for example, 0.34 means a 34% yield). (1) The reactants are [CH3:1][C@@H:2]1[CH2:4][C@H:3]1[C:5](Cl)=[O:6].[NH2:8][C:9]1[S:13][N:12]=[C:11]([Br:14])[C:10]=1[C:15](=[O:17])[CH3:16].C(N(CC)CC)C. The catalyst is ClCCl. The product is [C:15]([C:10]1[C:11]([Br:14])=[N:12][S:13][C:9]=1[NH:8][C:5]([C@@H:3]1[CH2:4][C@H:2]1[CH3:1])=[O:6])(=[O:17])[CH3:16]. The yield is 0.820. (2) The reactants are [CH:1]1([NH:6][C:7]2[N:12]3[N:13]=[C:14]([C:17]4[CH:22]=[CH:21][CH:20]=[CH:19][CH:18]=4)[C:15](I)=[C:11]3[N:10]=[CH:9][N:8]=2)[CH2:5][CH2:4][CH2:3][CH2:2]1.CSC1N=C([Sn](CCCC)(CCCC)CCCC)C=CN=1.[CH:44]1([NH:49][C:50]2[N:55]3N=C(C4C=CC=CC=4)[C:58]([C:59]4C=CN=C(SC)[N:60]=4)=[C:54]3N=CN=2)[CH2:48][CH2:47][CH2:46][CH2:45]1.C1(NC2N3N=C(C4C=CC=CC=4)C=C3N=CN=2)CCCC1.ClC1C=C(C=CC=1)C(OO)=O.C(=O)([O-])[O-].[K+].[K+]. The catalyst is C1(C)C=CC=CC=1.ClCCl.C1(N)CCCC1.Cl[Pd](Cl)([P](C1C=CC=CC=1)(C1C=CC=CC=1)C1C=CC=CC=1)[P](C1C=CC=CC=1)(C1C=CC=CC=1)C1C=CC=CC=1.O.C(OCC)(=O)C. The product is [CH:1]1([NH:6][C:7]2[N:12]3[N:13]=[C:14]([C:17]4[CH:22]=[CH:21][CH:20]=[CH:19][CH:18]=4)[C:15]([C:59]4[CH:58]=[CH:54][N:55]=[C:50]([NH:49][CH:44]5[CH2:45][CH2:46][CH2:47][CH2:48]5)[N:60]=4)=[C:11]3[N:10]=[CH:9][N:8]=2)[CH2:5][CH2:4][CH2:3][CH2:2]1. The yield is 0.230.